Dataset: NCI-60 drug combinations with 297,098 pairs across 59 cell lines. Task: Regression. Given two drug SMILES strings and cell line genomic features, predict the synergy score measuring deviation from expected non-interaction effect. (1) Drug 1: COC1=C(C=C2C(=C1)N=CN=C2NC3=CC(=C(C=C3)F)Cl)OCCCN4CCOCC4. Drug 2: CS(=O)(=O)CCNCC1=CC=C(O1)C2=CC3=C(C=C2)N=CN=C3NC4=CC(=C(C=C4)OCC5=CC(=CC=C5)F)Cl. Cell line: SNB-75. Synergy scores: CSS=32.1, Synergy_ZIP=-3.95, Synergy_Bliss=2.31, Synergy_Loewe=3.97, Synergy_HSA=5.13. (2) Drug 1: CNC(=O)C1=NC=CC(=C1)OC2=CC=C(C=C2)NC(=O)NC3=CC(=C(C=C3)Cl)C(F)(F)F. Drug 2: C(CCl)NC(=O)N(CCCl)N=O. Cell line: SNB-75. Synergy scores: CSS=3.30, Synergy_ZIP=-2.13, Synergy_Bliss=-0.268, Synergy_Loewe=-0.468, Synergy_HSA=-0.111. (3) Drug 1: C1=CC(=C2C(=C1NCCNCCO)C(=O)C3=C(C=CC(=C3C2=O)O)O)NCCNCCO. Cell line: M14. Drug 2: CC1CCCC2(C(O2)CC(NC(=O)CC(C(C(=O)C(C1O)C)(C)C)O)C(=CC3=CSC(=N3)C)C)C. Synergy scores: CSS=19.9, Synergy_ZIP=0.806, Synergy_Bliss=3.43, Synergy_Loewe=0.460, Synergy_HSA=1.61. (4) Drug 1: CCC1(CC2CC(C3=C(CCN(C2)C1)C4=CC=CC=C4N3)(C5=C(C=C6C(=C5)C78CCN9C7C(C=CC9)(C(C(C8N6C)(C(=O)OC)O)OC(=O)C)CC)OC)C(=O)OC)O.OS(=O)(=O)O. Synergy scores: CSS=2.39, Synergy_ZIP=-2.77, Synergy_Bliss=-4.67, Synergy_Loewe=-1.65, Synergy_HSA=-2.38. Cell line: BT-549. Drug 2: C(CC(=O)O)C(=O)CN.Cl. (5) Drug 2: CC(C)CN1C=NC2=C1C3=CC=CC=C3N=C2N. Synergy scores: CSS=5.41, Synergy_ZIP=-1.50, Synergy_Bliss=-0.275, Synergy_Loewe=1.50, Synergy_HSA=0.339. Drug 1: C1CN(P(=O)(OC1)NCCCl)CCCl. Cell line: BT-549. (6) Drug 1: CC1C(C(=O)NC(C(=O)N2CCCC2C(=O)N(CC(=O)N(C(C(=O)O1)C(C)C)C)C)C(C)C)NC(=O)C3=C4C(=C(C=C3)C)OC5=C(C(=O)C(=C(C5=N4)C(=O)NC6C(OC(=O)C(N(C(=O)CN(C(=O)C7CCCN7C(=O)C(NC6=O)C(C)C)C)C)C(C)C)C)N)C. Drug 2: CC1=C(C=C(C=C1)NC(=O)C2=CC=C(C=C2)CN3CCN(CC3)C)NC4=NC=CC(=N4)C5=CN=CC=C5. Cell line: SNB-75. Synergy scores: CSS=16.3, Synergy_ZIP=-3.39, Synergy_Bliss=5.39, Synergy_Loewe=-13.2, Synergy_HSA=7.37.